This data is from Reaction yield outcomes from USPTO patents with 853,638 reactions. The task is: Predict the reaction yield, written as a fraction of the theoretical maximum amount of product (1.0 means a 100% yield; for example, 0.34 means a 34% yield). (1) The yield is 0.520. The reactants are [O:1]1[CH2:5][CH2:4][O:3][CH:2]1[C:6]1[CH:22]=[CH:21][C:9]([O:10][Si](C(C)C)(C(C)C)C(C)C)=[C:8]([F:23])[CH:7]=1.[F-].C([N+](CCCC)(CCCC)CCCC)CCC.CCCCCCC.C(OCC)(=O)C. The catalyst is C1COCC1.ClCCl. The product is [O:1]1[CH2:5][CH2:4][O:3][CH:2]1[C:6]1[CH:22]=[CH:21][C:9]([OH:10])=[C:8]([F:23])[CH:7]=1. (2) The reactants are [Br:1][C:2]1[CH:14]=[C:13]2[C:5]([C:6]3[CH:7]=[CH:8][C:9]([C:15]([O:17][CH3:18])=[O:16])=[CH:10][C:11]=3[NH:12]2)=[C:4]([C:19]#[N:20])[CH:3]=1.[C:21]1([CH:27]([CH:29]2[CH2:34][CH2:33][O:32][CH2:31][CH2:30]2)O)[CH:26]=[CH:25][CH:24]=[CH:23][CH:22]=1.C1C=CC(P(C2C=CC=CC=2)C2C=CC=CC=2)=CC=1.CC(OC(/N=N/C(OC(C)C)=O)=O)C. The catalyst is C1COCC1. The product is [Br:1][C:2]1[CH:14]=[C:13]2[C:5]([C:6]3[CH:7]=[CH:8][C:9]([C:15]([O:17][CH3:18])=[O:16])=[CH:10][C:11]=3[N:12]2[CH:27]([C:21]2[CH:26]=[CH:25][CH:24]=[CH:23][CH:22]=2)[CH:29]2[CH2:30][CH2:31][O:32][CH2:33][CH2:34]2)=[C:4]([C:19]#[N:20])[CH:3]=1. The yield is 0.840. (3) The reactants are C(N(CC)CC)C.[CH3:8][C:9]1[N:10]([CH2:29][CH:30]2[CH2:35][CH2:34][NH:33][CH2:32][CH2:31]2)[C:11]2[C:16]([CH:17]=1)=[CH:15][C:14]([C:18]1[CH:19]=[N:20][N:21]([CH:23]3[CH2:28][CH2:27][CH2:26][CH2:25][O:24]3)[CH:22]=1)=[CH:13][CH:12]=2.[C:36](Cl)(=[O:45])[CH2:37][CH2:38][C:39]1[CH:44]=[CH:43][CH:42]=[CH:41][CH:40]=1.C(=O)(O)[O-].[Na+]. The catalyst is ClCCl. The product is [CH3:8][C:9]1[N:10]([CH2:29][CH:30]2[CH2:31][CH2:32][N:33]([C:36](=[O:45])[CH2:37][CH2:38][C:39]3[CH:44]=[CH:43][CH:42]=[CH:41][CH:40]=3)[CH2:34][CH2:35]2)[C:11]2[C:16]([CH:17]=1)=[CH:15][C:14]([C:18]1[CH:19]=[N:20][N:21]([CH:23]3[CH2:28][CH2:27][CH2:26][CH2:25][O:24]3)[CH:22]=1)=[CH:13][CH:12]=2. The yield is 0.620. (4) The reactants are C([O:3][C:4](=[O:19])[CH:5]([O:16][CH2:17][CH3:18])[CH2:6][C:7]1[CH:8]=[C:9]2[C:13](=[CH:14][CH:15]=1)[NH:12][CH:11]=[CH:10]2)C.Cl[CH2:21][C:22]1[N:23]=[C:24]([C:28]2[CH:33]=[CH:32][CH:31]=[CH:30][C:29]=2[F:34])[O:25][C:26]=1[CH3:27]. No catalyst specified. The product is [CH2:17]([O:16][CH:5]([CH2:6][C:7]1[CH:8]=[C:9]2[C:13](=[CH:14][CH:15]=1)[N:12]([CH2:21][C:22]1[N:23]=[C:24]([C:28]3[CH:33]=[CH:32][CH:31]=[CH:30][C:29]=3[F:34])[O:25][C:26]=1[CH3:27])[CH:11]=[CH:10]2)[C:4]([OH:3])=[O:19])[CH3:18]. The yield is 0.470. (5) The reactants are C(=O)([O-])[O-].FC(F)(F)C(O)=O.[CH2:12]([C:14]1[CH:15]=[CH:16][C:17]([CH2:20][CH2:21][O:22][C:23]2[CH:36]=[CH:35][C:26]([CH2:27][C@H:28]3[S:32][C:31](=[O:33])[NH:30][C:29]3=[O:34])=[CH:25][CH:24]=2)=[N:18][CH:19]=1)[CH3:13]. The catalyst is CO. The product is [CH2:12]([C:14]1[CH:15]=[CH:16][C:17]([CH2:20][CH2:21][O:22][C:23]2[CH:36]=[CH:35][C:26]([CH2:27][C@H:28]3[S:32][C:31](=[O:33])[NH:30][C:29]3=[O:34])=[CH:25][CH:24]=2)=[N:18][CH:19]=1)[CH3:13]. The yield is 0.470.